From a dataset of Forward reaction prediction with 1.9M reactions from USPTO patents (1976-2016). Predict the product of the given reaction. (1) Given the reactants S(C)C.[CH:4]1([N:9]2[C:18]3[N:17]=[C:16]([NH:19][C:20]4[CH:29]=[CH:28][C:23]([C:24]([O:26][CH3:27])=[O:25])=[CH:22][C:21]=4[O:30][CH3:31])[N:15]=[CH:14][C:13]=3[N:12]([CH3:32])[C:11](=O)[C@H:10]2[CH:34]2[CH2:36][CH2:35]2)[CH2:8][CH2:7][CH2:6][CH2:5]1.Cl, predict the reaction product. The product is: [CH:4]1([N:9]2[C:18]3[N:17]=[C:16]([NH:19][C:20]4[CH:29]=[CH:28][C:23]([C:24]([O:26][CH3:27])=[O:25])=[CH:22][C:21]=4[O:30][CH3:31])[N:15]=[CH:14][C:13]=3[N:12]([CH3:32])[CH2:11][C@H:10]2[CH:34]2[CH2:35][CH2:36]2)[CH2:8][CH2:7][CH2:6][CH2:5]1. (2) Given the reactants [C:1]1([CH3:14])[CH:6]=[CH:5][CH:4]=[CH:3][C:2]=1[C:7]1[C:8]([NH2:13])=[CH:9][N:10]=[N:11][CH:12]=1.[CH3:15]CCCCCC.C(OCC)(=O)C, predict the reaction product. The product is: [CH3:15][NH:13][C:8]1[C:7]([C:2]2[CH:3]=[CH:4][CH:5]=[CH:6][C:1]=2[CH3:14])=[CH:12][N:11]=[N:10][CH:9]=1. (3) Given the reactants [C:1]([O:5][C@@H:6]([C:12]1[C:40]([CH3:41])=[N:39][C:38]2=[CH:42][C:35]3=[N:36][N:37]2[C:13]=1[N:14]1[CH2:45][CH2:44][C:17]([CH3:46])([O:18][CH2:19][CH:20]=[CH:21][CH2:22][O:23][C:24]2[CH:25]=[CH:26][CH:27]=[CH:28][C:29]=2[CH2:30][C:31]2[S:43][C:34]3=[N:33][CH:32]=2)[CH2:16][CH2:15]1)[C:7]([O:9]CC)=[O:8])([CH3:4])([CH3:3])[CH3:2].[OH-].[Na+], predict the reaction product. The product is: [C:1]([O:5][C@@H:6]([C:12]1[C:40]([CH3:41])=[N:39][C:38]2=[CH:42][C:35]3=[N:36][N:37]2[C:13]=1[N:14]1[CH2:15][CH2:16][C:17]([CH3:46])([O:18][CH2:19][CH:20]=[CH:21][CH2:22][O:23][C:24]2[CH:25]=[CH:26][CH:27]=[CH:28][C:29]=2[CH2:30][C:31]2[S:43][C:34]3=[N:33][CH:32]=2)[CH2:44][CH2:45]1)[C:7]([OH:9])=[O:8])([CH3:4])([CH3:2])[CH3:3]. (4) Given the reactants [Cl:1][C:2]1[N:7]=[C:6]([N:8]([CH:18]2[CH2:22][CH2:21][CH2:20][CH2:19]2)[CH2:9][C:10]([F:17])([CH3:16])[C:11](OCC)=[O:12])[C:5]([N+:23]([O-])=O)=[CH:4][N:3]=1.Cl, predict the reaction product. The product is: [Cl:1][C:2]1[N:3]=[CH:4][C:5]2[NH:23][C:11](=[O:12])[C:10]([F:17])([CH3:16])[CH2:9][N:8]([CH:18]3[CH2:22][CH2:21][CH2:20][CH2:19]3)[C:6]=2[N:7]=1. (5) Given the reactants C([O-])([O-])=O.[K+].[K+].C[O:8][C:9](=[O:21])[CH2:10][C:11]1[CH:12]=[C:13]([CH:18]=[CH:19][CH:20]=1)[C:14]([O:16][CH3:17])=[O:15], predict the reaction product. The product is: [CH3:17][O:16][C:14]([C:13]1[CH:12]=[C:11]([CH2:10][C:9]([OH:21])=[O:8])[CH:20]=[CH:19][CH:18]=1)=[O:15]. (6) Given the reactants [CH3:1][O:2][C@H:3]1[CH2:8][CH2:7][C@H:6]([NH:9]C(=O)OC(C)(C)C)[CH2:5][CH2:4]1.C([Cl:20])(=O)C, predict the reaction product. The product is: [ClH:20].[CH3:1][O:2][C@H:3]1[CH2:8][CH2:7][C@H:6]([NH2:9])[CH2:5][CH2:4]1. (7) Given the reactants [CH3:1][O:2][C:3]1[CH:4]=[C:5]2[C:10](=[C:11]([O:15][CH3:16])[C:12]=1[O:13][CH3:14])[CH:9]=[C:8]([CH:17]=O)[CH:7]=[CH:6]2.C(OP([CH2:27][C:28]([O:30][CH2:31][CH3:32])=[O:29])(OCC)=O)C, predict the reaction product. The product is: [CH3:1][O:2][C:3]1[CH:4]=[C:5]2[C:10](=[C:11]([O:15][CH3:16])[C:12]=1[O:13][CH3:14])[CH:9]=[C:8]([CH:17]=[CH:27][C:28]([O:30][CH2:31][CH3:32])=[O:29])[CH:7]=[CH:6]2. (8) Given the reactants [OH:1][C:2]1[CH:7]=[CH:6][N:5]=[CH:4][C:3]=1[NH2:8].[N+:9]([C:12]1[CH:20]=[CH:19][CH:18]=[CH:17][C:13]=1[C:14](Cl)=[O:15])([O-:11])=[O:10].OC1C=CN=CC=1[C:28]1[C:29]([N+:37]([O-:39])=[O:38])=[C:30]([CH:34]=[CH:35][CH:36]=1)[C:31]([NH2:33])=O.P12(SP3(SP(SP(S3)(S1)=S)(=S)S2)=S)=[S:41], predict the reaction product. The product is: [OH:1][C:2]1[CH:7]=[CH:6][N:5]=[CH:4][C:3]=1[NH:8][C:14](=[O:15])[C:13]1[CH:17]=[CH:18][CH:19]=[CH:20][C:12]=1[N+:9]([O-:11])=[O:10].[N+:37]([C:29]1[CH:28]=[CH:36][CH:35]=[CH:34][C:30]=1[C:31]1[S:41][C:2]2[CH:7]=[CH:6][N:5]=[CH:4][C:3]=2[N:33]=1)([O-:39])=[O:38]. (9) Given the reactants Br[C:2]1[CH:11]=[CH:10][C:9]([CH:12]=[O:13])=[C:8]2[C:3]=1[CH:4]=[CH:5][CH:6]=[N:7]2.[C:14]([C:20]1[CH:21]=[CH:22][CH:23]=[CH:24][CH:25]=1)#[C:15][CH2:16][CH2:17][CH2:18][CH3:19].C(N(CC)CC)C, predict the reaction product. The product is: [C:20]1([CH2:14][CH2:15][CH2:16][CH2:17][C:18]#[C:19][C:2]2[CH:11]=[CH:10][C:9]([CH:12]=[O:13])=[C:8]3[C:3]=2[CH:4]=[CH:5][CH:6]=[N:7]3)[CH:21]=[CH:22][CH:23]=[CH:24][CH:25]=1.